From a dataset of Forward reaction prediction with 1.9M reactions from USPTO patents (1976-2016). Predict the product of the given reaction. (1) Given the reactants C[O:2][C:3](=O)[CH2:4][CH2:5][CH2:6][N:7]1[CH2:11][CH2:10][C@@H:9]([O:12][C:13]2[CH:18]=[CH:17][C:16]([CH2:19][C:20]3[CH:25]=[CH:24][CH:23]=[CH:22][CH:21]=3)=[CH:15][CH:14]=2)[CH2:8]1.[NH3:27], predict the reaction product. The product is: [CH2:19]([C:16]1[CH:17]=[CH:18][C:13]([O:12][C@@H:9]2[CH2:10][CH2:11][N:7]([CH2:6][CH2:5][CH2:4][C:3]([NH2:27])=[O:2])[CH2:8]2)=[CH:14][CH:15]=1)[C:20]1[CH:25]=[CH:24][CH:23]=[CH:22][CH:21]=1. (2) Given the reactants O1[C:5]2([CH2:10][CH2:9][CH:8]([NH:11][C:12]3[CH:22]=[CH:21][C:20]([F:23])=[CH:19][C:13]=3[C:14]([N:16]([CH3:18])[CH3:17])=[O:15])[CH2:7][CH2:6]2)[O:4]CC1.Cl, predict the reaction product. The product is: [F:23][C:20]1[CH:21]=[CH:22][C:12]([NH:11][CH:8]2[CH2:9][CH2:10][C:5](=[O:4])[CH2:6][CH2:7]2)=[C:13]([CH:19]=1)[C:14]([N:16]([CH3:18])[CH3:17])=[O:15]. (3) Given the reactants [Cl:1][C:2]1[C:6]([NH:7][C:8](=O)[CH2:9][CH2:10][S:11][CH3:12])=[CH:5][N:4]([C:14]2[CH:15]=[N:16][CH:17]=[CH:18][CH:19]=2)[N:3]=1.O, predict the reaction product. The product is: [Cl:1][C:2]1[C:6]([NH:7][CH2:8][CH2:9][CH2:10][S:11][CH3:12])=[CH:5][N:4]([C:14]2[CH:15]=[N:16][CH:17]=[CH:18][CH:19]=2)[N:3]=1. (4) Given the reactants [CH3:1][CH2:2][CH2:3][CH2:4][CH:5]([C:8]([OH:10])=[O:9])[CH2:6]C.[C:11](O[CH2:16][CH:17]([CH2:22]C)[CH2:18][CH2:19][CH2:20]C)(=O)C=C.[C:24](=O)([O-])[O-].[Cs+].[Cs+], predict the reaction product. The product is: [CH3:11][C:8]([CH3:5])=[O:10].[CH2:18]([C:19]([CH3:20])=[O:9])[CH:17]([CH3:22])[CH3:16].[CH2:5]([C:8]([CH3:24])=[O:10])[CH3:6].[C:8]1(=[O:10])[CH2:1][CH2:2][CH2:3][CH2:4][CH2:5]1. (5) Given the reactants [OH:1][C@H:2]([C:9]1[N:10]=[C:11]([C:14](=O)[CH3:15])[NH:12][CH:13]=1)[C@H:3]([OH:8])[C@H:4]([OH:7])[CH2:5][OH:6].[C:17]([NH:25][NH2:26])(=[O:24])[C:18]1[CH:23]=[CH:22][N:21]=[CH:20][CH:19]=1, predict the reaction product. The product is: [OH:1][C@H:2]([C:9]1[N:10]=[C:11](/[C:14](=[N:26]/[NH:25][C:17](=[O:24])[C:18]2[CH:23]=[CH:22][N:21]=[CH:20][CH:19]=2)/[CH3:15])[NH:12][CH:13]=1)[C@H:3]([OH:8])[C@H:4]([OH:7])[CH2:5][OH:6]. (6) Given the reactants [BrH:1].[CH:2]1([N:5]([C:13]2[N:18]3[N:19]=[CH:20][C:21]([CH:22]=[O:23])=[C:17]3[N:16]=[C:15]([C:24]3[S:25][C:26]([CH2:29]O)=[CH:27][CH:28]=3)[CH:14]=2)C(=O)OC(C)(C)C)[CH2:4][CH2:3]1, predict the reaction product. The product is: [Br:1][CH2:29][C:26]1[S:25][C:24]([C:15]2[CH:14]=[C:13]([NH:5][CH:2]3[CH2:4][CH2:3]3)[N:18]3[N:19]=[CH:20][C:21]([CH:22]=[O:23])=[C:17]3[N:16]=2)=[CH:28][CH:27]=1. (7) Given the reactants Cl[C:2]1[N:10]=[C:9]2[C:5]([NH:6][CH:7]=[N:8]2)=[C:4](Cl)[N:3]=1.C(OCC)(=O)C.O1C=CCCC1.NC(O)CC, predict the reaction product. The product is: [N:3]1[CH:4]=[C:5]2[C:9]([N:8]=[CH:7][NH:6]2)=[N:10][CH:2]=1.